Dataset: Forward reaction prediction with 1.9M reactions from USPTO patents (1976-2016). Task: Predict the product of the given reaction. (1) Given the reactants [F:1][C:2]1[CH:3]=[C:4]([CH:14]=[C:15]([F:17])[CH:16]=1)[CH2:5][NH:6][C:7](=[O:13])[CH:8]([CH3:12])[C:9]([OH:11])=[O:10].[CH2:18](C(C(OCC)=O)C(OCC)=O)C, predict the reaction product. The product is: [F:1][C:2]1[CH:3]=[C:4]([CH:14]=[C:15]([F:17])[CH:16]=1)[CH2:5][NH:6][C:7](=[O:13])[CH:8]([CH2:12][CH3:18])[C:9]([OH:11])=[O:10]. (2) Given the reactants [C:1]([NH:5][C@H:6]([C:17]([O:19]C)=[O:18])[CH2:7][C:8]1[C:16]2[C:11](=[CH:12][CH:13]=[CH:14][CH:15]=2)[NH:10][CH:9]=1)(=[O:4])[CH:2]=[CH2:3].[OH-].[Na+:22], predict the reaction product. The product is: [C:1]([NH:5][C@H:6]([C:17]([O-:19])=[O:18])[CH2:7][C:8]1[C:16]2[C:11](=[CH:12][CH:13]=[CH:14][CH:15]=2)[NH:10][CH:9]=1)(=[O:4])[CH:2]=[CH2:3].[Na+:22]. (3) Given the reactants Br[Zn][CH2:3][C:4]([O:6][CH2:7][CH3:8])=[O:5].[CH3:9][C:10]1[C:11](=[O:20])[C:12]([CH3:19])=[C:13]([CH3:18])[C:14](=[O:17])[C:15]=1[CH3:16].Cl.C(OCC)(=O)C, predict the reaction product. The product is: [OH:20][C:11]1([CH2:3][C:4]([O:6][CH2:7][CH3:8])=[O:5])[C:10]([CH3:9])=[C:15]([CH3:16])[C:14](=[O:17])[C:13]([CH3:18])=[C:12]1[CH3:19]. (4) Given the reactants [C:1]1([CH2:7][C:8](=[O:35])[CH2:9][NH:10][C:11]2[N:16]([CH3:17])[C:15](=[O:18])[C:14]([C:19]3[CH:28]=[CH:27][C:26]4[C:21](=[CH:22][CH:23]=[CH:24][CH:25]=4)[CH:20]=3)=[C:13]([C:29]3[CH:34]=[CH:33][N:32]=[CH:31][CH:30]=3)[N:12]=2)[CH:6]=[CH:5][CH:4]=[CH:3][CH:2]=1.[Li+].CC([N-]C(C)C)C.[Cl-].[Li+].CC1(C)[C@@]23C4(ON4S(=O)(=O)C2)C[C@@H]1CC3, predict the reaction product. The product is: [C:1]1([CH2:7][CH:8]([OH:35])[CH2:9][NH:10][C:11]2[N:16]([CH3:17])[C:15](=[O:18])[C:14]([C:19]3[CH:28]=[CH:27][C:26]4[C:21](=[CH:22][CH:23]=[CH:24][CH:25]=4)[CH:20]=3)=[C:13]([C:29]3[CH:30]=[CH:31][N:32]=[CH:33][CH:34]=3)[N:12]=2)[CH:6]=[CH:5][CH:4]=[CH:3][CH:2]=1. (5) Given the reactants C(N(CC)CC)C.[C:8]([C:12]1[CH:13]=[C:14]([C:21]2[NH:25][N:24]=[N:23][CH:22]=2)[C:15]([O:19][CH3:20])=[C:16]([CH:18]=1)[NH2:17])([CH3:11])([CH3:10])[CH3:9].C1([O:32][C:33](=O)[NH:34][C:35]2[C:44]3[C:39](=[CH:40][CH:41]=[CH:42][CH:43]=3)[C:38]([O:45][C:46]3[CH:51]=[CH:50][N:49]=[C:48]([NH:52][C:53]4[CH:58]=[C:57]([O:59][CH2:60][CH2:61][O:62][CH2:63][CH2:64][O:65][CH2:66][CH2:67][O:68][CH3:69])[CH:56]=[C:55]([O:70][CH3:71])[CH:54]=4)[N:47]=3)=[CH:37][CH:36]=2)C=CC=CC=1, predict the reaction product. The product is: [C:8]([C:12]1[CH:13]=[C:14]([C:21]2[NH:25][N:24]=[N:23][CH:22]=2)[C:15]([O:19][CH3:20])=[C:16]([NH:17][C:33]([NH:34][C:35]2[C:44]3[C:39](=[CH:40][CH:41]=[CH:42][CH:43]=3)[C:38]([O:45][C:46]3[CH:51]=[CH:50][N:49]=[C:48]([NH:52][C:53]4[CH:58]=[C:57]([O:59][CH2:60][CH2:61][O:62][CH2:63][CH2:64][O:65][CH2:66][CH2:67][O:68][CH3:69])[CH:56]=[C:55]([O:70][CH3:71])[CH:54]=4)[N:47]=3)=[CH:37][CH:36]=2)=[O:32])[CH:18]=1)([CH3:11])([CH3:9])[CH3:10]. (6) The product is: [CH3:1][O:2][C:3](=[O:42])[CH2:4][C:5]1[CH:10]=[CH:9][CH:8]=[CH:7][C:6]=1[CH2:11][CH2:12][C:13]1[C:18]([C:19]([F:21])([F:22])[F:20])=[CH:17][N:16]=[C:15]([NH:23][C:24]2[CH:29]=[CH:28][C:27]([CH:30]3[CH2:34][CH2:33][N:32]([C:35]([O:37][C:38]([CH3:40])([CH3:41])[CH3:39])=[O:36])[CH2:31]3)=[CH:26][CH:25]=2)[N:14]=1. Given the reactants [CH3:1][O:2][C:3](=[O:42])[CH2:4][C:5]1[CH:10]=[CH:9][CH:8]=[CH:7][C:6]=1[C:11]#[C:12][C:13]1[C:18]([C:19]([F:22])([F:21])[F:20])=[CH:17][N:16]=[C:15]([NH:23][C:24]2[CH:29]=[CH:28][C:27]([CH:30]3[CH2:34][CH2:33][N:32]([C:35]([O:37][C:38]([CH3:41])([CH3:40])[CH3:39])=[O:36])[CH2:31]3)=[CH:26][CH:25]=2)[N:14]=1, predict the reaction product.